Dataset: Reaction yield outcomes from USPTO patents with 853,638 reactions. Task: Predict the reaction yield, written as a fraction of the theoretical maximum amount of product (1.0 means a 100% yield; for example, 0.34 means a 34% yield). (1) The reactants are O.[SH-:2].[Na+].C([O-])([O-])=O.[K+].[K+].Br[CH2:11][C:12](=[O:15])[CH2:13][CH3:14].Br[C:17]1[CH:22]=[CH:21][N:20]=[CH:19][C:18]=1[CH:23]=O. The catalyst is O.CN(C=O)C. The product is [S:2]1[C:17]2[CH:22]=[CH:21][N:20]=[CH:19][C:18]=2[CH:23]=[C:11]1[C:12](=[O:15])[CH2:13][CH3:14]. The yield is 0.800. (2) The reactants are C[O:2][C:3]([C:5]1[N:6]([CH2:31][CH:32]=O)[CH:7]=[C:8]([C:20](=[O:30])[NH:21][CH2:22][C:23]2[CH:28]=[CH:27][C:26]([F:29])=[CH:25][CH:24]=2)[C:9](=[O:19])[C:10]=1[O:11][CH2:12][C:13]1[CH:18]=[CH:17][CH:16]=[CH:15][CH:14]=1)=O.[NH2:34][C@H:35]([CH3:42])[CH2:36][CH2:37][NH:38][CH:39]([CH3:41])[CH3:40].C(O)(=O)C. The catalyst is ClCCl. The product is [F:29][C:26]1[CH:25]=[CH:24][C:23]([CH2:22][NH:21][C:20]([C:8]2[C:9](=[O:19])[C:10]([O:11][CH2:12][C:13]3[CH:18]=[CH:17][CH:16]=[CH:15][CH:14]=3)=[C:5]3[C:3](=[O:2])[N:34]4[C@H:35]([CH3:42])[CH2:36][CH2:37][N:38]([CH:39]([CH3:41])[CH3:40])[C@H:32]4[CH2:31][N:6]3[CH:7]=2)=[O:30])=[CH:28][CH:27]=1. The yield is 0.560.